Dataset: Forward reaction prediction with 1.9M reactions from USPTO patents (1976-2016). Task: Predict the product of the given reaction. (1) The product is: [CH3:22][O:23][CH2:24][C:25]([NH:1][C:2]1[CH:10]=[CH:9][CH:8]=[C:7]2[C:3]=1[C:4](=[O:21])[N:5]([C:12]1([CH3:20])[CH2:17][CH2:16][C:15](=[O:18])[NH:14][C:13]1=[O:19])[C:6]2=[O:11])=[O:26]. Given the reactants [NH2:1][C:2]1[CH:10]=[CH:9][CH:8]=[C:7]2[C:3]=1[C:4](=[O:21])[N:5]([C:12]1([CH3:20])[CH2:17][CH2:16][C:15](=[O:18])[NH:14][C:13]1=[O:19])[C:6]2=[O:11].[CH3:22][O:23][CH2:24][C:25](Cl)=[O:26].CO, predict the reaction product. (2) Given the reactants Cl[C:2]1C=CC(OCC(OC(C)(C)C)=O)=C(CO)C=1.ClC1C=CC(O[C@@H](C)C(O)=O)=C(C[N:33]2[CH2:38][CH2:37][N:36]([C:39](=[O:47])[CH2:40][C:41]3[CH:46]=[CH:45][CH:44]=[CH:43][CH:42]=3)[C@@H:35]([CH3:48])[CH2:34]2)C=1.FC1C=CC(S(N2CCN(C[C:66]3[CH:76]=[C:75]([C:77]([F:80])([F:79])[F:78])[CH:74]=[CH:73][C:67]=3[O:68][CH2:69][C:70]([OH:72])=[O:71])CC2)(=O)=O)=CC=1.ClC1C=CC(OCC(OC(C)(C)C)=O)=C(CN(C)C2CCN(S(C3C=CC=CC=3)(=O)=O)C2)C=1, predict the reaction product. The product is: [CH3:48][C@@H:35]1[N:36]([C:39](=[O:47])[CH2:40][C:41]2[CH:46]=[CH:45][CH:44]=[CH:43][CH:42]=2)[CH2:37][CH2:38][N:33]([C:66]2[C:76]([CH3:2])=[C:75]([C:77]([F:78])([F:79])[F:80])[CH:74]=[CH:73][C:67]=2[O:68][CH2:69][C:70]([OH:72])=[O:71])[CH2:34]1. (3) Given the reactants [CH3:1][O:2][CH2:3][O:4][C:5]1[CH:10]=[CH:9][C:8]([C:11]2[C:20]3[C:15](=[CH:16][CH:17]=[CH:18][CH:19]=3)[N:14]=[C:13]([NH2:21])[CH:12]=2)=[CH:7][CH:6]=1.[CH2:22]([O:24][C:25]1[CH:26]=[C:27]([C:34](=[O:40])[CH2:35][CH2:36][C:37](O)=[O:38])[CH:28]=[CH:29][C:30]=1[O:31][CH2:32][CH3:33])[CH3:23].CCN=C=NCCCN(C)C.C1C=CC2N(O)N=NC=2C=1, predict the reaction product. The product is: [CH2:22]([O:24][C:25]1[CH:26]=[C:27]([C:34](=[O:40])[CH2:35][CH2:36][C:37]([NH:21][C:13]2[CH:12]=[C:11]([C:8]3[CH:7]=[CH:6][C:5]([O:4][CH2:3][O:2][CH3:1])=[CH:10][CH:9]=3)[C:20]3[C:15](=[CH:16][CH:17]=[CH:18][CH:19]=3)[N:14]=2)=[O:38])[CH:28]=[CH:29][C:30]=1[O:31][CH2:32][CH3:33])[CH3:23]. (4) Given the reactants Cl[C:2]1[CH:7]=[CH:6][N:5]=[C:4]([C:8]2[CH:13]=[C:12]([OH:14])[CH:11]=[C:10]([CH2:15][N:16]([CH2:18][C:19]3[C:24]([CH3:25])=[C:23]([O:26][CH3:27])[C:22]([CH3:28])=[CH:21][N:20]=3)[CH3:17])[N:9]=2)[CH:3]=1.[CH3:29][N:30]1[CH2:35][CH2:34][NH:33][CH2:32][CH2:31]1, predict the reaction product. The product is: [CH3:27][O:26][C:23]1[C:22]([CH3:28])=[CH:21][N:20]=[C:19]([CH2:18][N:16]([CH2:15][C:10]2[N:9]=[C:8]([C:4]3[CH:3]=[C:2]([N:33]4[CH2:34][CH2:35][N:30]([CH3:29])[CH2:31][CH2:32]4)[CH:7]=[CH:6][N:5]=3)[CH:13]=[C:12]([OH:14])[CH:11]=2)[CH3:17])[C:24]=1[CH3:25]. (5) The product is: [CH2:27]([O:11][C:9](=[O:10])[CH2:8][N:7]([CH2:21][C:22](=[O:24])[CH3:23])[C:1]1[CH:2]=[CH:3][CH:4]=[CH:5][CH:6]=1)[CH3:28]. Given the reactants [C:1]1([N:7](CC)[CH2:8][C:9]([OH:11])=[O:10])[CH:6]=[CH:5][CH:4]=[CH:3][CH:2]=1.C([O-])([O-])=O.[K+].[K+].Cl[CH2:21][C:22](=[O:24])[CH3:23].[Na+].[I-].[CH2:27]1COC[CH2:28]1, predict the reaction product. (6) Given the reactants [F:1][C:2]1([F:16])[CH2:7][CH2:6][CH:5]([CH2:8][CH2:9][C:10](=[O:15])[C:11]([F:14])([F:13])[CH3:12])[CH2:4][CH2:3]1.C1CCN2C(=NCCC2)CC1.Cl[Si:29]([CH2:34][CH3:35])([CH2:32][CH3:33])[CH2:30][CH3:31].C(=O)([O-])O.[Na+], predict the reaction product. The product is: [F:1][C:2]1([F:16])[CH2:7][CH2:6][CH:5]([CH2:8][CH:9]=[C:10]([O:15][Si:29]([CH2:34][CH3:35])([CH2:32][CH3:33])[CH2:30][CH3:31])[C:11]([F:14])([F:13])[CH3:12])[CH2:4][CH2:3]1. (7) Given the reactants Br[C:2]1[CH:3]=[CH:4][C:5]([S:8]([CH3:11])(=[O:10])=[O:9])=[N:6][CH:7]=1.[B:12]1([B:12]2[O:16][C:15]([CH3:18])([CH3:17])[C:14]([CH3:20])([CH3:19])[O:13]2)[O:16][C:15]([CH3:18])([CH3:17])[C:14]([CH3:20])([CH3:19])[O:13]1.C([O-])(=O)C.[K+], predict the reaction product. The product is: [CH3:11][S:8]([C:5]1[CH:4]=[CH:3][C:2]([B:12]2[O:16][C:15]([CH3:18])([CH3:17])[C:14]([CH3:20])([CH3:19])[O:13]2)=[CH:7][N:6]=1)(=[O:10])=[O:9]. (8) Given the reactants [CH3:1][O:2][C:3](=[O:28])[CH:4]([NH2:27])[CH2:5][NH:6][C:7]([N:9]1[CH2:26][CH2:25][C:12]2([N:16]([C:17]3[CH:22]=[CH:21][CH:20]=[CH:19][CH:18]=3)[CH2:15][N:14]([CH3:23])[C:13]2=[O:24])[CH2:11][CH2:10]1)=[O:8].C(N(CC)CC)C.[Cl:36][C:37]1[CH:44]=[CH:43][CH:42]=[C:41]([Cl:45])[C:38]=1[CH2:39]Br.C(=O)([O-])O.[Na+], predict the reaction product. The product is: [CH3:1][O:2][C:3](=[O:28])[CH:4]([NH:27][CH2:39][C:38]1[C:37]([Cl:36])=[CH:44][CH:43]=[CH:42][C:41]=1[Cl:45])[CH2:5][NH:6][C:7]([N:9]1[CH2:10][CH2:11][C:12]2([N:16]([C:17]3[CH:22]=[CH:21][CH:20]=[CH:19][CH:18]=3)[CH2:15][N:14]([CH3:23])[C:13]2=[O:24])[CH2:25][CH2:26]1)=[O:8]. (9) Given the reactants [C:1]([O:5][C:6]1[CH:35]=[CH:34][CH:33]=[CH:32][C:7]=1[CH2:8][N:9]([CH2:25][C:26]1[CH:31]=[CH:30][CH:29]=[CH:28][N:27]=1)[CH2:10][CH2:11][CH2:12][N:13]1[CH2:18][CH2:17][CH:16]([C:19]2[CH:24]=[CH:23][CH:22]=[CH:21][CH:20]=2)[CH2:15][CH2:14]1)([CH3:4])([CH3:3])[CH3:2].[CH2:36](C1CCNCC1)C1C=CC=CC=1.C(OC1C=CC=CC=1CN(CC1C=CC=CN=1)CCCCl)(C)(C)C.C([O-])([O-])=O.[K+].[K+], predict the reaction product. The product is: [CH2:19]([CH:16]1[CH2:17][CH2:18][N:13]([CH2:12][CH2:11][CH2:10][N:9]([CH2:8][C:7]2[CH:32]=[CH:33][CH:34]=[CH:35][C:6]=2[O:5][C:1]([CH3:4])([CH3:2])[CH3:3])[CH2:25][C:26]2[CH:31]=[CH:30][CH:29]=[CH:28][N:27]=2)[CH2:14][CH2:15]1)[C:24]1[CH:23]=[CH:22][CH:21]=[CH:20][CH:36]=1. (10) Given the reactants Br[C:2]1[CH:7]=[CH:6][C:5]([Br:8])=[CH:4][N:3]=1.[Cu][C:10]#[N:11], predict the reaction product. The product is: [Br:8][C:5]1[CH:6]=[CH:7][C:2]([C:10]#[N:11])=[N:3][CH:4]=1.